From a dataset of Full USPTO retrosynthesis dataset with 1.9M reactions from patents (1976-2016). Predict the reactants needed to synthesize the given product. (1) Given the product [N+:6]([C:9]1[CH:10]=[C:11]([CH:12]([OH:13])[C:22]#[N:23])[CH:14]=[CH:15][CH:16]=1)([O-:8])=[O:7], predict the reactants needed to synthesize it. The reactants are: S(=O)(O)[O-].[Na+].[N+:6]([C:9]1[CH:10]=[C:11]([CH:14]=[CH:15][CH:16]=1)[CH:12]=[O:13])([O-:8])=[O:7].CCOCC.[C-:22]#[N:23].[K+]. (2) Given the product [NH2:1][C@@H:2]([CH2:7][C:8]([NH:10][C:11]1[CH:23]=[CH:22][C:21]2[C:20]3[C:15](=[CH:16][C:17]([F:24])=[CH:18][CH:19]=3)[CH2:14][C:13]=2[CH:12]=1)=[O:9])[C:3]([OH:5])=[O:4], predict the reactants needed to synthesize it. The reactants are: [NH2:1][C@@H:2]([CH2:7][C:8]([NH:10][C:11]1[CH:23]=[CH:22][C:21]2[C:20]3[C:15](=[CH:16][C:17]([F:24])=[CH:18][CH:19]=3)[CH2:14][C:13]=2[CH:12]=1)=[O:9])[C:3]([O:5]C)=[O:4].O. (3) Given the product [C:15](=[O:16])([O:7][CH:4]1[CH2:5][CH2:6][O:1][CH2:2][CH2:3]1)[O:17][C:18]1[CH:19]=[CH:20][C:21]([N+:24]([O-:26])=[O:25])=[CH:22][CH:23]=1, predict the reactants needed to synthesize it. The reactants are: [O:1]1[CH2:6][CH2:5][CH:4]([OH:7])[CH2:3][CH2:2]1.N1C=CC=CC=1.Cl[C:15]([O:17][C:18]1[CH:23]=[CH:22][C:21]([N+:24]([O-:26])=[O:25])=[CH:20][CH:19]=1)=[O:16].O. (4) The reactants are: [CH2:1]([O:8][C:9]1[CH:14]=[CH:13][C:12](Br)=[CH:11][N:10]=1)[C:2]1[CH:7]=[CH:6][CH:5]=[CH:4][CH:3]=1.[CH:16]([N:19]1[CH2:24][CH2:23][N:22]([C:25]([O:27][CH:28]2[CH2:33][CH2:32][NH:31][CH2:30][CH2:29]2)=[O:26])[CH2:21][CH2:20]1)([CH3:18])[CH3:17].C1C=CC(P(C2C(C3C(P(C4C=CC=CC=4)C4C=CC=CC=4)=CC=C4C=3C=CC=C4)=C3C(C=CC=C3)=CC=2)C2C=CC=CC=2)=CC=1.CC([O-])(C)C.[K+]. Given the product [CH:16]([N:19]1[CH2:24][CH2:23][N:22]([C:25]([O:27][CH:28]2[CH2:29][CH2:30][N:31]([C:12]3[CH:11]=[N:10][C:9]([O:8][CH2:1][C:2]4[CH:7]=[CH:6][CH:5]=[CH:4][CH:3]=4)=[CH:14][CH:13]=3)[CH2:32][CH2:33]2)=[O:26])[CH2:21][CH2:20]1)([CH3:18])[CH3:17], predict the reactants needed to synthesize it. (5) Given the product [NH2:11][CH2:10][CH2:9][CH:6]1[CH2:5][CH2:4][C:3]([N:2]([CH3:1])[CH3:18])([C:12]2[CH:17]=[CH:16][CH:15]=[CH:14][CH:13]=2)[CH2:8][CH2:7]1, predict the reactants needed to synthesize it. The reactants are: [CH3:1][N:2]([CH3:18])[C:3]1([C:12]2[CH:17]=[CH:16][CH:15]=[CH:14][CH:13]=2)[CH2:8][CH2:7][C:6](=[CH:9][C:10]#[N:11])[CH2:5][CH2:4]1.[BH4-].[Na+]. (6) The reactants are: [CH3:1][O:2][C:3]1[CH:12]=[CH:11][C:10]2[C:5](=[CH:6][CH:7]=[CH:8][CH:9]=2)[C:4]=1[C:13]([OH:15])=O.C(Cl)(=O)C(Cl)=O.[CH2:22]([CH2:24][NH2:25])[OH:23].C(N(CC)CC)C.Cl. Given the product [OH:23][CH2:22][CH2:24][NH:25][C:13]([C:4]1[C:5]2[C:10](=[CH:9][CH:8]=[CH:7][CH:6]=2)[CH:11]=[CH:12][C:3]=1[O:2][CH3:1])=[O:15], predict the reactants needed to synthesize it.